This data is from Peptide-MHC class II binding affinity with 134,281 pairs from IEDB. The task is: Regression. Given a peptide amino acid sequence and an MHC pseudo amino acid sequence, predict their binding affinity value. This is MHC class II binding data. (1) The peptide sequence is GELQIVDKIDALFKI. The MHC is DRB1_0802 with pseudo-sequence DRB1_0802. The binding affinity (normalized) is 0.535. (2) The peptide sequence is GGSILKISNKYHTKG. The MHC is DRB1_0701 with pseudo-sequence DRB1_0701. The binding affinity (normalized) is 0.404. (3) The MHC is DRB1_0405 with pseudo-sequence DRB1_0405. The peptide sequence is LNWITKVIMGAVLIW. The binding affinity (normalized) is 0.106. (4) The peptide sequence is LDEVYNAAYNAADHA. The MHC is HLA-DPA10201-DPB10501 with pseudo-sequence HLA-DPA10201-DPB10501. The binding affinity (normalized) is 0. (5) The peptide sequence is RTFVATFGAASNKAF. The MHC is DRB1_1201 with pseudo-sequence DRB1_1201. The binding affinity (normalized) is 0.372.